From a dataset of Full USPTO retrosynthesis dataset with 1.9M reactions from patents (1976-2016). Predict the reactants needed to synthesize the given product. (1) Given the product [Cl:38][C:35]1[CH:36]=[CH:37][C:32]([CH:8]([C:5]2[CH:4]=[CH:3][C:2]([Cl:1])=[CH:7][CH:6]=2)[C:9]2[CH:10]=[C:11]3[C:16](=[CH:17][CH:18]=2)[N:15]=[C:14]([O:39][CH2:40][CH:41]([CH2:44][OH:45])[CH2:42][OH:43])[N:13]=[C:12]3[NH:20][CH2:21][C:22]2[CH:27]=[CH:26][CH:25]=[C:24]([C:28]([F:31])([F:29])[F:30])[CH:23]=2)=[CH:33][CH:34]=1, predict the reactants needed to synthesize it. The reactants are: [Cl:1][C:2]1[CH:7]=[CH:6][C:5]([CH:8]([C:32]2[CH:37]=[CH:36][C:35]([Cl:38])=[CH:34][CH:33]=2)[C:9]2[CH:10]=[C:11]3[C:16](=[CH:17][CH:18]=2)[N:15]=[C:14](Cl)[N:13]=[C:12]3[NH:20][CH2:21][C:22]2[CH:27]=[CH:26][CH:25]=[C:24]([C:28]([F:31])([F:30])[F:29])[CH:23]=2)=[CH:4][CH:3]=1.[OH:39][CH2:40][CH:41]([CH2:44][OH:45])[CH2:42][OH:43].[H-].[Na+]. (2) Given the product [Br:1][C:2]1[CH:3]=[C:4]2[C:8](=[CH:9][CH:10]=1)[C:7](=[O:11])[N:6]([CH2:13][C:14]1[CH:19]=[CH:18][C:17]([CH3:20])=[CH:16][CH:15]=1)[CH2:5]2, predict the reactants needed to synthesize it. The reactants are: [Br:1][C:2]1[CH:3]=[C:4]2[C:8](=[CH:9][CH:10]=1)[C:7](=[O:11])[NH:6][CH2:5]2.Br[CH2:13][C:14]1[CH:19]=[CH:18][C:17]([CH3:20])=[CH:16][CH:15]=1.C(=O)([O-])[O-].[Cs+].[Cs+].O. (3) Given the product [Br-:35].[F:17][C:14]1[CH:15]=[CH:16][C:11]([C:9]([C:18]2[CH:19]=[CH:20][C:21]([F:24])=[CH:22][CH:23]=2)([OH:10])[C:4]23[CH2:5][CH2:6][N+:1]([CH2:34][CH2:33][CH2:32][O:31][C:25]4[CH:30]=[CH:29][CH:28]=[CH:27][CH:26]=4)([CH2:2][CH2:3]2)[CH2:8][CH2:7]3)=[CH:12][CH:13]=1, predict the reactants needed to synthesize it. The reactants are: [N:1]12[CH2:8][CH2:7][C:4]([C:9]([C:18]3[CH:23]=[CH:22][C:21]([F:24])=[CH:20][CH:19]=3)([C:11]3[CH:16]=[CH:15][C:14]([F:17])=[CH:13][CH:12]=3)[OH:10])([CH2:5][CH2:6]1)[CH2:3][CH2:2]2.[C:25]1([O:31][CH2:32][CH2:33][CH2:34][Br:35])[CH:30]=[CH:29][CH:28]=[CH:27][CH:26]=1. (4) Given the product [Cl:23][C:24]1[C:29]([Cl:30])=[C:28]([C:31]([OH:40])([C:36]([F:37])([F:38])[F:39])[C:32]([F:34])([F:33])[F:35])[CH:27]=[CH:26][C:25]=1[C:41]1[S:45][C:44]([C:46]([N:14]2[CH2:17][C:16]([OH:18])([C:19]([OH:22])([CH3:21])[CH3:20])[CH2:15]2)=[O:47])=[N:43][C:42]=1[C:51]([N:52]([CH2:55][CH3:56])[CH2:53][CH3:54])=[O:57], predict the reactants needed to synthesize it. The reactants are: C([N:14]1[CH2:17][C:16]([C:19]([OH:22])([CH3:21])[CH3:20])([OH:18])[CH2:15]1)(C1C=CC=CC=1)C1C=CC=CC=1.[Cl:23][C:24]1[C:29]([Cl:30])=[C:28]([C:31]([OH:40])([C:36]([F:39])([F:38])[F:37])[C:32]([F:35])([F:34])[F:33])[CH:27]=[CH:26][C:25]=1[C:41]1[S:45][C:44]([C:46](OCC)=[O:47])=[N:43][C:42]=1[C:51](=[O:57])[N:52]([CH2:55][CH3:56])[CH2:53][CH3:54].ClC1C(Cl)=C(C(O)(C(F)(F)F)C(F)(F)F)C=CC=1C1SC(C([O-])=O)=NC=1C(=O)N(CC)CC.[Li+].C([O-])([O-])=O.[K+].[K+]. (5) Given the product [CH3:35][O:34][C:32]([C:31]1[C:3]([OH:2])=[C:5]2[C:6](=[CH:19][N:20]=1)[N:7]([C:13]1[CH:18]=[CH:17][CH:16]=[CH:15][CH:14]=1)[C:8](=[O:12])[C:9]([Br:11])=[CH:10]2)=[O:33], predict the reactants needed to synthesize it. The reactants are: C[O:2][C:3]([C:5]1[CH:10]=[C:9]([Br:11])[C:8](=[O:12])[N:7]([C:13]2[CH:18]=[CH:17][CH:16]=[CH:15][CH:14]=2)[C:6]=1[CH2:19][N:20]([CH2:31][C:32]([O:34][CH3:35])=[O:33])S(C1C=CC(C)=CC=1)(=O)=O)=O.C[O-].[Na+].Cl. (6) Given the product [Br:1][C:2]1[CH:8]=[C:7]2[C:5](=[CH:4][C:3]=1[OH:9])[O:6][C:19](=[O:20])[CH:18]=[C:17]2[CH2:16][Cl:15], predict the reactants needed to synthesize it. The reactants are: [Br:1][C:2]1[CH:8]=[CH:7][C:5]([OH:6])=[CH:4][C:3]=1[OH:9].S(=O)(=O)(O)O.[Cl:15][CH2:16][C:17](=O)[CH2:18][C:19](OCC)=[O:20]. (7) Given the product [NH3:8].[CH3:1][OH:3].[CH3:30][O:29][N:28]([CH3:27])[C:4]([CH:6]1[CH2:11][CH2:10][CH2:9][N:8]([CH2:12][C:13]2[CH:14]=[CH:15][C:16]([O:19][CH3:20])=[CH:17][CH:18]=2)[CH2:7]1)=[O:5], predict the reactants needed to synthesize it. The reactants are: [CH2:1]([O:3][C:4]([CH:6]1[CH2:11][CH2:10][CH2:9][N:8]([CH2:12][C:13]2[CH:18]=[CH:17][C:16]([O:19][CH3:20])=[CH:15][CH:14]=2)[CH2:7]1)=[O:5])C.C1COCC1.Cl.[CH3:27][NH:28][O:29][CH3:30].C([Mg]Cl)(C)C.